Dataset: Forward reaction prediction with 1.9M reactions from USPTO patents (1976-2016). Task: Predict the product of the given reaction. (1) The product is: [F:29][C:24]1[CH:25]=[CH:26][CH:27]=[CH:28][C:23]=1[S:22][CH2:21][C@@H:13]1[C@H:14]2[C@@H:18]([O:17][C:16]([CH3:20])([CH3:19])[O:15]2)[C@H:11]([N:6]2[CH:5]=[N:4][C:3]3[C:7]2=[N:8][CH:9]=[N:10][C:2]=3[NH:35][CH:30]2[CH2:34][CH2:33][CH2:32][CH2:31]2)[O:12]1. Given the reactants Cl[C:2]1[N:10]=[CH:9][N:8]=[C:7]2[C:3]=1[N:4]=[CH:5][N:6]2[C@H:11]1[C@H:18]2[C@@H:14]([O:15][C:16]([CH3:20])([CH3:19])[O:17]2)[C@@H:13]([CH2:21][S:22][C:23]2[CH:28]=[CH:27][CH:26]=[CH:25][C:24]=2[F:29])[O:12]1.[CH:30]1([NH2:35])[CH2:34][CH2:33][CH2:32][CH2:31]1, predict the reaction product. (2) Given the reactants [F:1][C:2]1[CH:7]=[CH:6][CH:5]=[C:4]([O:8]C)[C:3]=1[F:10].Cl[C:12](=[O:25])[CH2:13][C:14]1[CH:23]=[CH:22][C:17]([C:18]([O:20]C)=[O:19])=[CH:16][C:15]=1[F:24], predict the reaction product. The product is: [F:1][C:2]1[C:3]([F:10])=[C:4]([OH:8])[CH:5]=[CH:6][C:7]=1[C:12](=[O:25])[CH2:13][C:14]1[CH:23]=[CH:22][C:17]([C:18]([OH:20])=[O:19])=[CH:16][C:15]=1[F:24]. (3) Given the reactants CCN(C(C)C)C(C)C.[Li]CCCC.CN(P(N(C)C)(N(C)C)=O)C.[O:26]1[CH2:31][CH2:30][CH:29]=[C:28]([C:32]([O:34][CH2:35][C:36]2[CH:41]=[CH:40][CH:39]=[CH:38][CH:37]=2)=[O:33])[CH2:27]1.Cl[CH2:43][O:44][CH2:45][C:46]1[CH:51]=[CH:50][CH:49]=[CH:48][CH:47]=1, predict the reaction product. The product is: [CH2:45]([O:44][CH2:43][C:28]1([C:32]([O:34][CH2:35][C:36]2[CH:41]=[CH:40][CH:39]=[CH:38][CH:37]=2)=[O:33])[CH:29]=[CH:30][CH2:31][O:26][CH2:27]1)[C:46]1[CH:51]=[CH:50][CH:49]=[CH:48][CH:47]=1. (4) Given the reactants [O:1]1[CH2:5][CH2:4][O:3][CH:2]1[C:6]1[CH:7]=[C:8]([CH:12]([C:14]2[CH:19]=[CH:18][CH:17]=[C:16]([C:20]([F:23])([F:22])[F:21])[CH:15]=2)[OH:13])[CH:9]=[CH:10][CH:11]=1.[Cr](Cl)([O-])(=O)=O.[NH+]1C=CC=CC=1, predict the reaction product. The product is: [F:23][C:20]([F:21])([F:22])[C:16]1[CH:15]=[C:14]([C:12]([C:8]2[CH:9]=[CH:10][CH:11]=[C:6]([CH:2]3[O:1][CH2:5][CH2:4][O:3]3)[CH:7]=2)=[O:13])[CH:19]=[CH:18][CH:17]=1. (5) The product is: [C:1]([O:5][C:6]([NH:8][C@H:9]1[C:13]2([CH2:14][CH2:15]2)[CH2:12][N:11]([C:29]2[C:28]([F:32])=[CH:27][C:18]([C:19]([CH2:21][C:22]([O:24][CH2:25][CH3:26])=[O:23])=[O:20])=[C:17]([F:16])[CH:30]=2)[CH2:10]1)=[O:7])([CH3:4])([CH3:2])[CH3:3]. Given the reactants [C:1]([O:5][C:6]([NH:8][C@H:9]1[C:13]2([CH2:15][CH2:14]2)[CH2:12][NH:11][CH2:10]1)=[O:7])([CH3:4])([CH3:3])[CH3:2].[F:16][C:17]1[CH:30]=[C:29](F)[C:28]([F:32])=[CH:27][C:18]=1[C:19]([CH2:21][C:22]([O:24][CH2:25][CH3:26])=[O:23])=[O:20].C(N(CC)CC)C, predict the reaction product. (6) Given the reactants [I:1][C:2]1[CH:3]=[C:4]2[C:9](=[CH:10][CH:11]=1)[N:8]=[CH:7][C:6]([C:12]([OH:14])=O)=[C:5]2[O:15][CH3:16].Cl.[NH2:18][CH2:19][C:20](=[O:22])[CH3:21].C1C=CC2N(O)N=NC=2C=1.C(N(C(C)C)CC)(C)C.F[P-](F)(F)(F)(F)F.N1(OC(N(C)C)=[N+](C)C)C2C=CC=CC=2N=N1, predict the reaction product. The product is: [O:22]=[C:20]([CH3:21])[CH2:19][NH:18][C:12]([C:6]1[CH:7]=[N:8][C:9]2[C:4]([C:5]=1[O:15][CH3:16])=[CH:3][C:2]([I:1])=[CH:11][CH:10]=2)=[O:14]. (7) Given the reactants F[C:2]1[CH:7]=[CH:6][C:5]([NH:8][S:9]([C:12]2[S:13][CH:14]=[CH:15][CH:16]=2)(=[O:11])=[O:10])=[CH:4][C:3]=1[N+:17]([O-:19])=[O:18].[CH:20]1([CH2:26][NH2:27])[CH2:25][CH2:24][CH2:23][CH2:22][CH2:21]1, predict the reaction product. The product is: [CH:20]1([CH2:26][NH:27][C:2]2[CH:7]=[CH:6][C:5]([NH:8][S:9]([C:12]3[S:13][CH:14]=[CH:15][CH:16]=3)(=[O:11])=[O:10])=[CH:4][C:3]=2[N+:17]([O-:19])=[O:18])[CH2:25][CH2:24][CH2:23][CH2:22][CH2:21]1. (8) Given the reactants [Cl:1][C:2]1[N:7]=[C:6]([NH:8][C:9]2[CH:17]=[CH:16][CH:15]=[CH:14][C:10]=2[C:11]([OH:13])=[O:12])[C:5]([Cl:18])=[CH:4][N:3]=1.[CH3:19][Si](C=[N+]=[N-])(C)C, predict the reaction product. The product is: [Cl:1][C:2]1[N:7]=[C:6]([NH:8][C:9]2[CH:17]=[CH:16][CH:15]=[CH:14][C:10]=2[C:11]([O:13][CH3:19])=[O:12])[C:5]([Cl:18])=[CH:4][N:3]=1. (9) Given the reactants Br[C:2]1[CH:3]=[C:4]([NH:24][CH:25]([CH3:27])[CH3:26])[C:5]([CH3:23])=[C:6]([CH:22]=1)[C:7]([NH:9][CH2:10][C:11]1[C:12](=[O:21])[NH:13][C:14]([CH3:20])=[CH:15][C:16]=1[CH2:17]CC)=[O:8].[N:28]1([C:34]2[N:39]=[CH:38][C:37](B3OC(C)(C)C(C)(C)O3)=[CH:36][CH:35]=2)[CH2:33][CH2:32][NH:31][CH2:30][CH2:29]1.CN1CCN(C2C=CC(B3OC(C)(C)C(C)(C)O3)=CN=2)CC1, predict the reaction product. The product is: [CH3:17][C:16]1[CH:15]=[C:14]([CH3:20])[NH:13][C:12](=[O:21])[C:11]=1[CH2:10][NH:9][C:7](=[O:8])[C:6]1[CH:22]=[C:2]([C:37]2[CH:38]=[N:39][C:34]([N:28]3[CH2:29][CH2:30][NH:31][CH2:32][CH2:33]3)=[CH:35][CH:36]=2)[CH:3]=[C:4]([NH:24][CH:25]([CH3:26])[CH3:27])[C:5]=1[CH3:23].